Dataset: Forward reaction prediction with 1.9M reactions from USPTO patents (1976-2016). Task: Predict the product of the given reaction. Given the reactants CC1(C)C(C)(C)OB([C:9]2[CH:17]=[CH:16][C:15]3[N:14]4[CH2:18][CH2:19][C:20](=[CH:21][C:22]([O:24][C:25]([CH3:28])([CH3:27])[CH3:26])=[O:23])[C:13]4=[CH:12][C:11]=3[CH:10]=2)O1.[OH-:30].[Na+].OO.Cl, predict the reaction product. The product is: [OH:30][C:9]1[CH:17]=[CH:16][C:15]2[N:14]3[CH2:18][CH2:19][C:20](=[CH:21][C:22]([O:24][C:25]([CH3:28])([CH3:27])[CH3:26])=[O:23])[C:13]3=[CH:12][C:11]=2[CH:10]=1.